Dataset: Experimentally validated miRNA-target interactions with 360,000+ pairs, plus equal number of negative samples. Task: Binary Classification. Given a miRNA mature sequence and a target amino acid sequence, predict their likelihood of interaction. (1) The miRNA is hsa-miR-1224-5p with sequence GUGAGGACUCGGGAGGUGG. The protein sequence of the target gene is MWVRTTLTIERWTKEKTEPKARSWDEALSDVNRLPSWERGHLLAGVASSTDVSTFSEGGDCKEPDKCCWRHKQCTGHIIYPFASDCVRHSLHLHSVNHCNCNSRLKDSSEDSSSSRGAGPTCSHVIESPCFELTPEEEHVERFRYGWCKSYRPVSVAVIHHPLYHECGADDLNEEEEEEEEESKPPIPTQVGPATASPDLGTSMATGTPDSTAPITIWRSESPTGKGQGSKVIKKVKKKKEKEKDKEEMDEKAKLKKKAKKGQLTKKKSPVKLEPSPPDVSRSLSARQLARMSESSPESR.... Result: 0 (no interaction). (2) The miRNA is hsa-miR-218-5p with sequence UUGUGCUUGAUCUAACCAUGU. The protein sequence of the target gene is MSRPLLITFTPATDPSDLWKDGQQQPQPEKPESTLDGAAARAFYEALIGDESSAPDSQRSQTEPARERKRKKRRIMKAPAAEAVAEGASGRHGQGRSLEAEDKMTHRILRAAQEGDLPELRRLLEPHEAGGAGGNINARDAFWWTPLMCAARAGQGAAVSYLLGRGAAWVGVCELSGRDAAQLAEEAGFPEVARMVRESHGETRSPENRSPTPSLQYCENCDTHFQDSNHRTSTAHLLSLSQGPQPPNLPLGVPISSPGFKLLLRGGWEPGMGLGPRGEGRANPIPTVLKRDQEGLGYRS.... Result: 0 (no interaction). (3) The miRNA is mmu-miR-883a-5p with sequence UGCUGAGAGAAGUAGCAGUUAC. The protein sequence of the target gene is MIPVTEFRQFSEQQPAFRVLKPWWDVFTDYLSVAMLMIGVFGCTLQVMQDKIICLPKRVQPAQNHSSLSNVSQAVASTTPLPPPKPSPANPITVEMKGLKTDLDLQQYSFINQMCYERALHWYAKYFPYLVLIHTLVFMLCSNFWFKFPGSSSKIEHFISILGKCFDSPWTTRALSEVSGEDSEEKDNRKNNMNRSNTIQSGPEDSLVNSQSLKSIPEKFVVDKSTAGALDKKEGEQAKALFEKVKKFRLHVEEGDILYAMYVRQTVLKVIKFLIIIAYNSALVSKVQFTVDCNVDIQDM.... Result: 0 (no interaction). (4) The miRNA is bta-miR-130b with sequence CAGUGCAAUGAUGAAAGGGCAU. The protein sequence of the target gene is MAAFAVDPQAPTLGSEPMMLGSPTSPKTGANAQFLPGFLMGDLPAPVTPQPRSISGPSVGVMEMRSPLLAGGSPPQPVVPAHKDKSGAPPVRSIYDDISSPGLGSTPLTSRRQANISLLQSPLVGATTPVPGQSMFSPANIGQPRKTTLSPAQLDPFYTQGDSLTSEDHLDDTWVTVFGFPQASASYILLQFAQYGNILKHVMSNTGNWMHIRYQSKLQARKALSKDGRIFGESIMIGVKPCIDKNVMENSDRGVLSSPSLAFTTPIRTLGTPTQSGSTPRVSTMRPLATAYKASTSDYQ.... Result: 0 (no interaction). (5) Result: 0 (no interaction). The protein sequence of the target gene is MVPLKLQALFCLLCCLPWVHPFHWQDTSSFDFRPSVMFHKLQSVMSAAGSGHSKIPKGNGSYPVGCTDLMFGYGNESVFVRLYYPAQDQGRLDTVWIPNKEYFLGLSIFLGTPSIVGNILHLLYGSLTTPASWNSPLRTGEKYPLIVFSHGLGAFRTIYSAIGIGLASNGFIVATVEHRDRSASATYFFEDQVAAKVENRSWLYLRKVKQEESESVRKEQVQQRAIECSRALSAILDIEHGDPKENVLGSAFDMKQLKDAIDETKIALMGHSFGGATVLQALSEDQRFRCGVALDPWMYP.... The miRNA is hsa-miR-22-5p with sequence AGUUCUUCAGUGGCAAGCUUUA. (6) The miRNA is hsa-miR-28-5p with sequence AAGGAGCUCACAGUCUAUUGAG. The protein sequence of the target gene is MELRSWLLWVVAAAGAVVLLAADAQGQKIFTNTWAVHIPGGPAVADRVAQKHGFHNLGQIFGDYYHFWHRAVTKRSLSPHRPRHSRLQREPQVKWLEQQVAKRRAKRDVYQEPTDPKFPQQWYLSGVTQRDLNVKEAWAQGFTGHGIVVSILDDGIEKNHPDLAGNYDPGASFDVNDQDPDPQPRYTQMNDNRHGTRCAGEVAAVANNGVCGVGVAYNARIGGVRMLDGEVTDAVEARSLGLNPNHIHIYSASWGPEDDGKTVDGPARLAEEAFFRGVSQGRGGLGSIFVWASGNGGREH.... Result: 0 (no interaction).